Dataset: Full USPTO retrosynthesis dataset with 1.9M reactions from patents (1976-2016). Task: Predict the reactants needed to synthesize the given product. (1) The reactants are: Br[C:2]1[CH:3]=[C:4]2[C:10]([C:11]3[CH:16]=[CH:15][CH:14]=[CH:13][C:12]=3[O:17][CH3:18])=[N:9][NH:8][C:5]2=[N:6][CH:7]=1.[CH3:19][NH:20][C:21]([C:23]1[CH:28]=[CH:27][C:26](B(O)O)=[CH:25][CH:24]=1)=[O:22].ClCCl. Given the product [CH3:18][O:17][C:12]1[CH:13]=[CH:14][CH:15]=[CH:16][C:11]=1[C:10]1[C:4]2[C:5](=[N:6][CH:7]=[C:2]([C:26]3[CH:27]=[CH:28][C:23]([C:21]([NH:20][CH3:19])=[O:22])=[CH:24][CH:25]=3)[CH:3]=2)[NH:8][N:9]=1, predict the reactants needed to synthesize it. (2) Given the product [Cl:18][C:19]1[CH:24]=[CH:23][C:22]([C:25]2[CH:26]=[CH:27][C:28]([C:31]#[C:32][C:33]3[CH:34]=[CH:35][C:36](/[C:39](/[CH3:44])=[CH:40]/[C@H:41]([N:43]4[CH2:6][CH2:5][CH:4]([CH3:8])[CH2:3][CH2:2]4)[CH3:42])=[CH:37][CH:38]=3)=[N:29][CH:30]=2)=[CH:21][CH:20]=1, predict the reactants needed to synthesize it. The reactants are: Br[CH2:2][CH2:3][CH:4]([CH3:8])[CH2:5][CH2:6]Br.C(N(C(C)C)C(C)C)C.[Cl:18][C:19]1[CH:24]=[CH:23][C:22]([C:25]2[CH:26]=[CH:27][C:28]([C:31]#[C:32][C:33]3[CH:38]=[CH:37][C:36](/[C:39](/[CH3:44])=[CH:40]/[C@H:41]([NH2:43])[CH3:42])=[CH:35][CH:34]=3)=[N:29][CH:30]=2)=[CH:21][CH:20]=1.